The task is: Predict the product of the given reaction.. This data is from Forward reaction prediction with 1.9M reactions from USPTO patents (1976-2016). (1) The product is: [N+:12]([C:3]1[CH:4]=[N:5][C:6]2[C:11]([C:2]=1[NH:22][CH2:21][CH2:20][C:19]([O:18][CH2:16][CH3:17])=[O:23])=[CH:10][CH:9]=[CH:8][CH:7]=2)([O-:14])=[O:13]. Given the reactants Cl[C:2]1[C:11]2[C:6](=[CH:7][CH:8]=[CH:9][CH:10]=2)[N:5]=[CH:4][C:3]=1[N+:12]([O-:14])=[O:13].Cl.[CH2:16]([O:18][C:19](=[O:23])[CH2:20][CH2:21][NH2:22])[CH3:17].C(N(CC)CC)C, predict the reaction product. (2) Given the reactants [C:1]1([C:9]2[CH:14]=[CH:13][CH:12]=[CH:11][CH:10]=2)[CH:6]=[CH:5][C:4]([CH:7]=[O:8])=[CH:3][CH:2]=1.[Cl:15][C:16]1[CH:21]=[CH:20][C:19]([Mg]Br)=[CH:18][CH:17]=1, predict the reaction product. The product is: [C:1]1([C:9]2[CH:10]=[CH:11][CH:12]=[CH:13][CH:14]=2)[CH:2]=[CH:3][C:4]([CH:7]([C:19]2[CH:20]=[CH:21][C:16]([Cl:15])=[CH:17][CH:18]=2)[OH:8])=[CH:5][CH:6]=1. (3) Given the reactants [NH2:1][C:2]1[N:7]2[CH:8]=[C:9]([CH2:11][CH3:12])[N:10]=[C:6]2[C:5]([C:13]([OH:15])=O)=[CH:4][C:3]=1[Cl:16].[CH3:17][O:18][CH2:19][CH2:20][CH2:21][N:22]1[CH2:27][CH2:26][CH:25]([CH2:28][NH2:29])[CH2:24][CH2:23]1, predict the reaction product. The product is: [ClH:16].[NH2:1][C:2]1[N:7]2[CH:8]=[C:9]([CH2:11][CH3:12])[N:10]=[C:6]2[C:5]([C:13]([NH:29][CH2:28][CH:25]2[CH2:24][CH2:23][N:22]([CH2:21][CH2:20][CH2:19][O:18][CH3:17])[CH2:27][CH2:26]2)=[O:15])=[CH:4][C:3]=1[Cl:16]. (4) Given the reactants [Cl:1][C:2]1[CH:7]=[CH:6][CH:5]=[CH:4][C:3]=1[CH:8]([O:10][C:11]([NH:13][C:14]1[CH:19]=[CH:18][N:17]=[CH:16][C:15]=1[C:20]1[CH:25]=[CH:24][C:23](OS(C(F)(F)F)(=O)=O)=[CH:22][CH:21]=1)=[O:12])[CH3:9].B([C:37]1[CH:42]=[CH:41][C:40]([C:43]2([C:46]([OH:48])=[O:47])[CH2:45][CH2:44]2)=[CH:39][CH:38]=1)(O)O, predict the reaction product. The product is: [Cl:1][C:2]1[CH:7]=[CH:6][CH:5]=[CH:4][C:3]=1[CH:8]([O:10][C:11]([NH:13][C:14]1[CH:19]=[CH:18][N:17]=[CH:16][C:15]=1[C:20]1[CH:21]=[CH:22][C:23]([C:37]2[CH:42]=[CH:41][C:40]([C:43]3([C:46]([OH:48])=[O:47])[CH2:45][CH2:44]3)=[CH:39][CH:38]=2)=[CH:24][CH:25]=1)=[O:12])[CH3:9]. (5) Given the reactants C[O:2][C:3](=[O:16])[C:4]1[CH:9]=[CH:8][C:7]([C:10]#[C:11][Si](C)(C)C)=[CH:6][CH:5]=1.CO, predict the reaction product. The product is: [C:10]([C:7]1[CH:8]=[CH:9][C:4]([C:3]([OH:16])=[O:2])=[CH:5][CH:6]=1)#[CH:11]. (6) Given the reactants [C:1]([C:5]1[N:10]=[CH:9][C:8]([C:11]2[N:12]([C:32](Cl)=[O:33])[C@@:13]([C:25]3[CH:30]=[CH:29][C:28]([Cl:31])=[CH:27][CH:26]=3)([CH3:24])[C@@:14]([C:17]3[CH:22]=[CH:21][C:20]([Cl:23])=[CH:19][CH:18]=3)([CH3:16])[N:15]=2)=[C:7]([O:35][CH2:36][CH3:37])[CH:6]=1)([CH3:4])([CH3:3])[CH3:2].[OH:38][CH:39]1[CH2:44][CH2:43][NH:42][CH2:41][CH2:40]1, predict the reaction product. The product is: [C:1]([C:5]1[N:10]=[CH:9][C:8]([C:11]2[N:12]([C:32]([N:42]3[CH2:43][CH2:44][CH:39]([OH:38])[CH2:40][CH2:41]3)=[O:33])[C@@:13]([C:25]3[CH:26]=[CH:27][C:28]([Cl:31])=[CH:29][CH:30]=3)([CH3:24])[C@@:14]([C:17]3[CH:18]=[CH:19][C:20]([Cl:23])=[CH:21][CH:22]=3)([CH3:16])[N:15]=2)=[C:7]([O:35][CH2:36][CH3:37])[CH:6]=1)([CH3:4])([CH3:2])[CH3:3]. (7) Given the reactants [C:1]1([CH3:41])[CH:6]=[CH:5][C:4]([S:7]([N:10]2[C:18]3[C:13](=[CH:14][CH:15]=[CH:16][CH:17]=3)[C:12]([C:19]3[C:27]4[C:22](=[CH:23][CH:24]=[C:25]([N+:28]([O-:30])=[O:29])[CH:26]=4)[N:21](S(C4C=CC(C)=CC=4)(=O)=O)[CH:20]=3)=[CH:11]2)(=[O:9])=[O:8])=[CH:3][CH:2]=1.[Li+].[OH-], predict the reaction product. The product is: [C:1]1([CH3:41])[CH:2]=[CH:3][C:4]([S:7]([N:10]2[C:18]3[C:13](=[CH:14][CH:15]=[CH:16][CH:17]=3)[C:12]([C:19]3[C:27]4[C:22](=[CH:23][CH:24]=[C:25]([N+:28]([O-:30])=[O:29])[CH:26]=4)[NH:21][CH:20]=3)=[CH:11]2)(=[O:8])=[O:9])=[CH:5][CH:6]=1.